This data is from Reaction yield outcomes from USPTO patents with 853,638 reactions. The task is: Predict the reaction yield, written as a fraction of the theoretical maximum amount of product (1.0 means a 100% yield; for example, 0.34 means a 34% yield). (1) The reactants are C([NH:8][CH2:9][CH:10]([CH3:25])[C:11]([C:13]1[C:14]([CH:22]([CH3:24])[CH3:23])=[N:15][N:16]2[CH:21]=[CH:20][CH:19]=[CH:18][C:17]=12)=[O:12])C1C=CC=CC=1. The catalyst is CO. The product is [NH2:8][CH2:9][CH:10]([CH3:25])[C:11]([C:13]1[C:14]([CH:22]([CH3:24])[CH3:23])=[N:15][N:16]2[CH:21]=[CH:20][CH:19]=[CH:18][C:17]=12)=[O:12]. The yield is 0.160. (2) The product is [CH2:23]([O:27][C:2]1[CH:3]=[C:4]([CH:7]=[CH:8][C:9]=1[N:10]1[C:18]2[CH2:17][C:16]([CH3:20])([CH3:19])[CH2:15][C:14](=[O:21])[C:13]=2[CH:12]=[C:11]1[CH3:22])[C:5]([NH2:6])=[O:34])[CH2:24][CH2:25][CH3:26]. No catalyst specified. The reactants are F[C:2]1[CH:3]=[C:4]([CH:7]=[CH:8][C:9]=1[N:10]1[C:18]2[CH2:17][C:16]([CH3:20])([CH3:19])[CH2:15][C:14](=[O:21])[C:13]=2[CH:12]=[C:11]1[CH3:22])[C:5]#[N:6].[CH2:23]([OH:27])[CH2:24][CH2:25][CH3:26].[H-].[Na+].CN(C=[O:34])C. The yield is 0.650. (3) The catalyst is CO.C1COCC1.[Pd]. The reactants are [CH3:1][CH:2]1[C:7](=[CH:8][CH2:9][CH3:10])[CH2:6][CH2:5][CH:4]([CH:11]2[CH2:20][CH2:19][C:14]3([O:18][CH2:17][CH2:16][O:15]3)[CH2:13][CH2:12]2)[CH2:3]1. The yield is 0.990. The product is [CH3:1][CH:2]1[CH:7]([CH2:8][CH2:9][CH3:10])[CH2:6][CH2:5][CH:4]([CH:11]2[CH2:12][CH2:13][C:14]3([O:15][CH2:16][CH2:17][O:18]3)[CH2:19][CH2:20]2)[CH2:3]1. (4) The reactants are [O:1]1[CH2:6][CH2:5][N:4]([CH2:7][C:8]2[NH:12][C:11]([CH2:13][OH:14])=[N:10][CH:9]=2)[CH2:3][CH2:2]1. The catalyst is O=[Mn]=O.C(Cl)Cl. The product is [O:1]1[CH2:6][CH2:5][N:4]([CH2:7][C:8]2[NH:12][C:11]([CH:13]=[O:14])=[N:10][CH:9]=2)[CH2:3][CH2:2]1. The yield is 0.540. (5) The reactants are [Cl:1][C:2]1[CH:7]=[CH:6][C:5]([C:8]2[N:9]=[C:10]([C:13]([CH3:17])([CH3:16])[CH2:14][NH2:15])[S:11][CH:12]=2)=[CH:4][CH:3]=1.[C:18]([C:20]1[CH:21]=[N:22][C:23]([CH3:29])=[C:24]([CH:28]=1)[C:25](O)=[O:26])#[N:19]. No catalyst specified. The product is [Cl:1][C:2]1[CH:3]=[CH:4][C:5]([C:8]2[N:9]=[C:10]([C:13]([CH3:17])([CH3:16])[CH2:14][NH:15][C:25](=[O:26])[C:24]3[CH:28]=[C:20]([C:18]#[N:19])[CH:21]=[N:22][C:23]=3[CH3:29])[S:11][CH:12]=2)=[CH:6][CH:7]=1. The yield is 0.460.